From a dataset of Peptide-MHC class I binding affinity with 185,985 pairs from IEDB/IMGT. Regression. Given a peptide amino acid sequence and an MHC pseudo amino acid sequence, predict their binding affinity value. This is MHC class I binding data. (1) The peptide sequence is SVKEKDMTK. The MHC is HLA-B40:01 with pseudo-sequence HLA-B40:01. The binding affinity (normalized) is 0.0847. (2) The peptide sequence is YTSDYFISY. The MHC is HLA-B51:01 with pseudo-sequence HLA-B51:01. The binding affinity (normalized) is 0.0847. (3) The peptide sequence is PTALRSFGF. The MHC is H-2-Dd with pseudo-sequence H-2-Dd. The binding affinity (normalized) is 0.0278. (4) The peptide sequence is LIAGIILLI. The MHC is HLA-A02:02 with pseudo-sequence HLA-A02:02. The binding affinity (normalized) is 1.00. (5) The peptide sequence is LLIAILGPL. The MHC is HLA-A68:02 with pseudo-sequence HLA-A68:02. The binding affinity (normalized) is 0.0474. (6) The peptide sequence is RHYSASFKK. The MHC is HLA-B40:01 with pseudo-sequence HLA-B40:01. The binding affinity (normalized) is 0.0847. (7) The peptide sequence is IHKPRPPAT. The MHC is HLA-A31:01 with pseudo-sequence HLA-A31:01. The binding affinity (normalized) is 0.0847. (8) The peptide sequence is MSAAIKDSK. The MHC is HLA-A68:01 with pseudo-sequence HLA-A68:01. The binding affinity (normalized) is 0.599.